Dataset: Forward reaction prediction with 1.9M reactions from USPTO patents (1976-2016). Task: Predict the product of the given reaction. (1) Given the reactants C([O:5][C:6](=[O:38])[C:7]([CH2:14][NH:15][C:16]([C:18]1[N:19]=[C:20]([C:36]#[N:37])[C:21]2[C:26]([C:27]=1[OH:28])=[CH:25][CH:24]=[C:23]([O:29][C:30]1[CH:35]=[CH:34][CH:33]=[CH:32][CH:31]=1)[CH:22]=2)=[O:17])([CH2:11][CH2:12][CH3:13])[CH2:8][CH2:9][CH3:10])(C)(C)C.C(O)(C(F)(F)F)=O, predict the reaction product. The product is: [C:36]([C:20]1[C:21]2[C:26](=[CH:25][CH:24]=[C:23]([O:29][C:30]3[CH:31]=[CH:32][CH:33]=[CH:34][CH:35]=3)[CH:22]=2)[C:27]([OH:28])=[C:18]([C:16]([NH:15][CH2:14][C:7]([CH2:11][CH2:12][CH3:13])([CH2:8][CH2:9][CH3:10])[C:6]([OH:38])=[O:5])=[O:17])[N:19]=1)#[N:37]. (2) Given the reactants C([O:3][C:4](=O)[C:5]1[CH:10]=[CH:9][C:8]([O:11][C:12]2[CH:17]=[CH:16][CH:15]=[CH:14][N:13]=2)=[CH:7][C:6]=1[CH2:18][N:19]([CH2:30][C:31]([O:33][CH3:34])=[O:32])S(C1C=CC(C)=CC=1)(=O)=O)C.C[O-].[Na+].CC(O)=O, predict the reaction product. The product is: [CH3:34][O:33][C:31]([C:30]1[N:19]=[CH:18][C:6]2[C:5]([C:4]=1[OH:3])=[CH:10][CH:9]=[C:8]([O:11][C:12]1[CH:17]=[CH:16][CH:15]=[CH:14][N:13]=1)[CH:7]=2)=[O:32]. (3) Given the reactants [F:1][C:2]1[CH:3]=[C:4]([CH3:15])[C:5]([N+:12]([O-])=O)=[C:6]([CH:11]=1)[C:7]([O:9][CH3:10])=[O:8], predict the reaction product. The product is: [NH2:12][C:5]1[C:4]([CH3:15])=[CH:3][C:2]([F:1])=[CH:11][C:6]=1[C:7]([O:9][CH3:10])=[O:8]. (4) Given the reactants [CH2:1]([C:3]1[C:11]2[C:6](=[CH:7][CH:8]=[CH:9][C:10]=2[NH:12][C:13]([C:15]2[N:19]3[CH:20]=[CH:21][C:22]([C:24]([NH:26][CH:27]4[CH2:31][CH2:30][NH:29][CH2:28]4)=[O:25])=[CH:23][C:18]3=[N:17][CH:16]=2)=[O:14])[N:5]([CH2:32][C:33]2[CH:38]=[CH:37][CH:36]=[C:35]([CH3:39])[N:34]=2)[N:4]=1)[CH3:2].C=O.[BH-](OC(C)=O)(OC(C)=O)O[C:44](C)=O.[Na+], predict the reaction product. The product is: [CH2:1]([C:3]1[C:11]2[C:6](=[CH:7][CH:8]=[CH:9][C:10]=2[NH:12][C:13]([C:15]2[N:19]3[CH:20]=[CH:21][C:22]([C:24]([NH:26][CH:27]4[CH2:31][CH2:30][N:29]([CH3:44])[CH2:28]4)=[O:25])=[CH:23][C:18]3=[N:17][CH:16]=2)=[O:14])[N:5]([CH2:32][C:33]2[CH:38]=[CH:37][CH:36]=[C:35]([CH3:39])[N:34]=2)[N:4]=1)[CH3:2]. (5) Given the reactants Cl[C:2]1[CH:7]=[C:6]([CH2:8][OH:9])[CH:5]=[CH:4][N:3]=1.[CH3:10][NH:11][CH3:12], predict the reaction product. The product is: [OH:9][CH2:8][C:6]1[CH:5]=[CH:4][N:3]=[C:2]([N:11]([CH3:12])[CH3:10])[CH:7]=1.